Dataset: Catalyst prediction with 721,799 reactions and 888 catalyst types from USPTO. Task: Predict which catalyst facilitates the given reaction. (1) Reactant: [NH2:1][C:2]([NH2:4])=[S:3].C[O-].[Na+:7].[CH3:8][O:9][C:10]1[C:29]([CH3:30])=[CH:28][C:13]([C:14]([NH:16][CH:17]([C:23](OCC)=[O:24])[C:18](OCC)=[O:19])=[O:15])=[CH:12][C:11]=1[CH3:31]. Product: [OH:19][C:18]1[C:17]([NH:16][C:14](=[O:15])[C:13]2[CH:28]=[C:29]([CH3:30])[C:10]([O:9][CH3:8])=[C:11]([CH3:31])[CH:12]=2)=[C:23]([OH:24])[N:4]=[C:2]([S-:3])[N:1]=1.[Na+:7]. The catalyst class is: 8. (2) Product: [C:1]([C:3]1[CH:8]=[C:7]([CH3:9])[CH:6]=[CH:5][C:4]=1[C:10]1[CH:15]=[C:14]([O:16][C:17]2[S:18][CH:19]=[CH:20][N:21]=2)[CH:13]=[C:12]([C:22]([NH:34][C@@H:32]([C:29]2[CH:28]=[N:27][C:26]([CH3:25])=[N:31][CH:30]=2)[CH3:33])=[O:23])[CH:11]=1)#[N:2]. Reactant: [C:1]([C:3]1[CH:8]=[C:7]([CH3:9])[CH:6]=[CH:5][C:4]=1[C:10]1[CH:15]=[C:14]([O:16][C:17]2[S:18][CH:19]=[CH:20][N:21]=2)[CH:13]=[C:12]([C:22](O)=[O:23])[CH:11]=1)#[N:2].[CH3:25][C:26]1[N:31]=[CH:30][C:29]([C@H:32]([NH2:34])[CH3:33])=[CH:28][N:27]=1.F[P-](F)(F)(F)(F)F.C[N+](C)=C(N(C)C)ON1C2N=CC=CC=2N=N1.C(N(CC)C(C)C)(C)C. The catalyst class is: 9. (3) Reactant: [NH2:1][C:2]1[N:7]([CH:8]2[CH2:13][CH2:12][C:11](=O)[CH2:10][CH2:9]2)[C:6](=[O:15])[CH:5]=[CH:4][C:3]=1[C:16](=[O:24])[C:17]1[CH:22]=[CH:21][C:20]([F:23])=[CH:19][CH:18]=1.[CH:25]1([O:30][C:31](=[O:41])[C@H:32]([CH2:34][C:35]2[CH:40]=[CH:39][CH:38]=[CH:37][CH:36]=2)[NH2:33])[CH2:29][CH2:28][CH2:27][CH2:26]1.N#N.[BH3-]C#N.[Na+]. Product: [NH2:1][C:2]1[N:7]([CH:8]2[CH2:13][CH2:12][CH:11]([NH:33][C@@H:32]([CH2:34][C:35]3[CH:40]=[CH:39][CH:38]=[CH:37][CH:36]=3)[C:31]([O:30][CH:25]3[CH2:26][CH2:27][CH2:28][CH2:29]3)=[O:41])[CH2:10][CH2:9]2)[C:6](=[O:15])[CH:5]=[CH:4][C:3]=1[C:16](=[O:24])[C:17]1[CH:18]=[CH:19][C:20]([F:23])=[CH:21][CH:22]=1. The catalyst class is: 467. (4) Reactant: S(Cl)([Cl:3])=O.[NH2:5][C:6]1[N:11]=[C:10]([CH3:12])[C:9]([CH2:13][C:14]2[CH:19]=[CH:18][C:17]([CH2:20]O)=[CH:16][C:15]=2[O:22][CH3:23])=[C:8]([NH:24][CH2:25][CH2:26][CH2:27][CH2:28][CH3:29])[N:7]=1. Product: [Cl:3][CH2:20][C:17]1[CH:18]=[CH:19][C:14]([CH2:13][C:9]2[C:8]([NH:24][CH2:25][CH2:26][CH2:27][CH2:28][CH3:29])=[N:7][C:6]([NH2:5])=[N:11][C:10]=2[CH3:12])=[C:15]([O:22][CH3:23])[CH:16]=1. The catalyst class is: 2. (5) Reactant: [F-].C([N+](CCCC)(CCCC)CCCC)CCC.C([SiH2][O:24][C:25](C1C=CC=CC=1)(C1C=CC=CC=1)[CH:26]1[CH2:30][N:29]([CH:31]2[CH2:38][CH2:37][CH2:36][CH:35]([OH:39])[CH2:34][CH2:33][CH2:32]2)[C:28](=[O:40])[C:27]1([CH3:42])[CH3:41])(C)(C)C. Product: [OH:39][CH:35]1[CH2:34][CH2:33][CH2:32][CH:31]([N:29]2[CH2:30][CH:26]([CH2:25][OH:24])[C:27]([CH3:41])([CH3:42])[C:28]2=[O:40])[CH2:38][CH2:37][CH2:36]1. The catalyst class is: 7. (6) Reactant: Cl.[CH3:2][NH:3][CH3:4].C[Al](C)C.[Cl:9][C:10]1[CH:11]=[C:12]([C:16]2[C:29]([CH3:30])=[C:28]([C:31]#[N:32])[C:19]3[N:20]=[C:21]([C:23]([O:25]CC)=O)[O:22][C:18]=3[C:17]=2[F:33])[CH:13]=[CH:14][CH:15]=1.Cl. Product: [Cl:9][C:10]1[CH:11]=[C:12]([C:16]2[C:29]([CH3:30])=[C:28]([C:31]#[N:32])[C:19]3[N:20]=[C:21]([C:23]([N:3]([CH3:4])[CH3:2])=[O:25])[O:22][C:18]=3[C:17]=2[F:33])[CH:13]=[CH:14][CH:15]=1. The catalyst class is: 4. (7) Product: [Br:15][C:10]1[CH:11]=[CH:12][CH:13]=[C:14]2[C:9]=1[CH:8]=[CH:7][N:6]=[CH:5]2. The catalyst class is: 2. Reactant: [Al+3].[Cl-].[Cl-].[Cl-].[CH:5]1[C:14]2[C:9](=[CH:10][CH:11]=[CH:12][CH:13]=2)[CH:8]=[CH:7][N:6]=1.[Br:15]Br. (8) Reactant: [CH3:1][O:2][C:3]1[CH:11]=[CH:10][CH:9]=[C:8]([O:12][CH3:13])[C:4]=1[C:5](Cl)=[O:6].[CH3:14][NH:15][CH2:16][CH2:17][C:18]#[C:19][C:20]1[CH:25]=[CH:24][CH:23]=[CH:22][N:21]=1.CCN(C(C)C)C(C)C. Product: [CH3:1][O:2][C:3]1[CH:11]=[CH:10][CH:9]=[C:8]([O:12][CH3:13])[C:4]=1[C:5]([N:15]([CH3:14])[CH2:16][CH2:17][C:18]#[C:19][C:20]1[CH:25]=[CH:24][CH:23]=[CH:22][N:21]=1)=[O:6]. The catalyst class is: 22. (9) Reactant: [OH:1][C:2]1[CH:7]=[CH:6][CH:5]=[C:4]([OH:8])[C:3]=1[C:9](=[O:11])[CH3:10].[CH2:12](Br)[C:13]1[CH:18]=[CH:17][CH:16]=[CH:15][CH:14]=1.C(=O)([O-])[O-].[K+].[K+].[I-].[Na+]. Product: [CH2:12]([O:1][C:2]1[CH:7]=[CH:6][CH:5]=[C:4]([O:8][CH2:9][C:3]2[CH:4]=[CH:5][CH:6]=[CH:7][CH:2]=2)[C:3]=1[C:9](=[O:11])[CH3:10])[C:13]1[CH:18]=[CH:17][CH:16]=[CH:15][CH:14]=1. The catalyst class is: 21. (10) Reactant: [C:1]1(=[O:6])[CH2:5][CH2:4][CH:3]=[CH:2]1.Cl[Si](C)(C)C.[CH:12]([Mg]Br)([CH3:14])[CH3:13]. Product: [CH:12]([CH:3]1[CH2:4][CH2:5][C:1](=[O:6])[CH2:2]1)([CH3:14])[CH3:13]. The catalyst class is: 1.